This data is from Peptide-MHC class I binding affinity with 185,985 pairs from IEDB/IMGT. The task is: Regression. Given a peptide amino acid sequence and an MHC pseudo amino acid sequence, predict their binding affinity value. This is MHC class I binding data. (1) The peptide sequence is ISQHNHRPGY. The MHC is HLA-A30:01 with pseudo-sequence HLA-A30:01. The binding affinity (normalized) is 0.768. (2) The peptide sequence is SVITQACPK. The MHC is HLA-A02:02 with pseudo-sequence HLA-A02:02. The binding affinity (normalized) is 0. (3) The peptide sequence is MMLPATLAF. The MHC is HLA-A23:01 with pseudo-sequence HLA-A23:01. The binding affinity (normalized) is 0.726. (4) The peptide sequence is MPGVLSYVV. The MHC is HLA-B51:01 with pseudo-sequence HLA-B51:01. The binding affinity (normalized) is 0.507. (5) The peptide sequence is YMKKRYEEF. The MHC is HLA-B83:01 with pseudo-sequence HLA-B83:01. The binding affinity (normalized) is 0.213.